This data is from Forward reaction prediction with 1.9M reactions from USPTO patents (1976-2016). The task is: Predict the product of the given reaction. (1) Given the reactants [C:1]([C:4]1[O:8][C:7]2[C:9](=[O:18])[C:10]3[C:15]([C:16](=[O:17])[C:6]=2[CH:5]=1)=[CH:14][CH:13]=[CH:12][CH:11]=3)(=[O:3])[CH3:2].C(N([CH2:24][CH3:25])CC)C.S(S([O-])=O)([O-])=O.[Na+].[Na+].C([O:41][C:42](=O)[CH2:43][CH2:44][CH2:45][CH2:46][CH3:47])(=O)CCCCC, predict the reaction product. The product is: [C:1]([C:4]1[O:8][C:7]2[C:9]([O:18][C:1](=[O:3])[CH2:4][CH2:5][CH2:6][CH2:24][CH3:25])=[C:10]3[C:15](=[C:16]([O:17][C:42](=[O:41])[CH2:43][CH2:44][CH2:45][CH2:46][CH3:47])[C:6]=2[CH:5]=1)[CH:14]=[CH:13][CH:12]=[CH:11]3)(=[O:3])[CH3:2]. (2) Given the reactants [C:1]([NH:24][C:25]1[CH:26]=[CH:27][C:28]([OH:35])=[C:29]([CH:34]=1)[C:30]([O:32]C)=[O:31])(=[O:23])[CH2:2][CH2:3][CH:4]=[CH:5][CH2:6][CH:7]=[CH:8][CH2:9][CH:10]=[CH:11][CH2:12][CH:13]=[CH:14][CH2:15][CH:16]=[CH:17][CH2:18][CH:19]=[CH:20][CH2:21][CH3:22].Cl, predict the reaction product. The product is: [C:1]([NH:24][C:25]1[CH:26]=[CH:27][C:28]([OH:35])=[C:29]([CH:34]=1)[C:30]([OH:32])=[O:31])(=[O:23])[CH2:2][CH2:3][CH:4]=[CH:5][CH2:6][CH:7]=[CH:8][CH2:9][CH:10]=[CH:11][CH2:12][CH:13]=[CH:14][CH2:15][CH:16]=[CH:17][CH2:18][CH:19]=[CH:20][CH2:21][CH3:22]. (3) The product is: [Br:29][C:28]1[C:21]([NH:20][C:9]2[CH2:10][N:6]([CH2:5][C:4]3[CH:14]=[C:15]([O:18][CH3:19])[CH:16]=[CH:17][C:3]=3[O:2][CH3:1])[C:7](=[O:13])[CH:8]=2)=[C:22]([CH:25]=[CH:26][CH:27]=1)[C:23]#[N:24]. Given the reactants [CH3:1][O:2][C:3]1[CH:17]=[CH:16][C:15]([O:18][CH3:19])=[CH:14][C:4]=1[CH2:5][N:6]1[CH2:10][C:9](OC)=[CH:8][C:7]1=[O:13].[NH2:20][C:21]1[C:28]([Br:29])=[CH:27][CH:26]=[CH:25][C:22]=1[C:23]#[N:24], predict the reaction product.